Dataset: Forward reaction prediction with 1.9M reactions from USPTO patents (1976-2016). Task: Predict the product of the given reaction. (1) Given the reactants Br[C:2]1[CH:7]=[C:6]([Br:8])[CH:5]=[C:4](Br)[C:3]=1I.[C:11]1([Mg]Br)[CH:16]=[CH:15][CH:14]=[CH:13][CH:12]=1.Cl, predict the reaction product. The product is: [C:11]1([C:4]2[CH:5]=[C:6]([Br:8])[CH:7]=[C:2]([C:2]3[CH:7]=[CH:6][CH:5]=[CH:4][CH:3]=3)[CH:3]=2)[CH:16]=[CH:15][CH:14]=[CH:13][CH:12]=1. (2) The product is: [C:3]([C:7]1[C:11]([I:1])=[CH:10][N:9]([C:12]2[CH:17]=[CH:16][C:15]([C:18]([F:19])([F:20])[F:21])=[CH:14][N:13]=2)[N:8]=1)([CH3:6])([CH3:4])[CH3:5]. Given the reactants [I:1]I.[C:3]([C:7]1[CH:11]=[CH:10][N:9]([C:12]2[CH:17]=[CH:16][C:15]([C:18]([F:21])([F:20])[F:19])=[CH:14][N:13]=2)[N:8]=1)([CH3:6])([CH3:5])[CH3:4], predict the reaction product. (3) Given the reactants [CH:1]12[CH2:10][CH:5]3[CH2:6][CH:7]([CH2:9][CH:3]([CH2:4]3)[C:2]1=O)[CH2:8]2.[C:12]1([OH:18])[CH:17]=[CH:16][CH:15]=[CH:14][CH:13]=1.[CH2:19](S)[CH2:20][CH2:21][CH2:22][CH2:23][CH3:24].[OH:26]S(O)(=O)=O, predict the reaction product. The product is: [OH:18][C:12]1[CH:17]=[CH:16][C:15]([C:2]2([C:21]3[CH:22]=[CH:23][C:24]([OH:26])=[CH:19][CH:20]=3)[CH:3]3[CH2:9][CH:7]4[CH2:6][CH:5]([CH2:10][CH:1]2[CH2:8]4)[CH2:4]3)=[CH:14][CH:13]=1. (4) Given the reactants [C:1]([C:4]1[CH:11]=[CH:10][C:7]([C:8]#[N:9])=[CH:6][CH:5]=1)(=[O:3])[CH3:2].[Br:12]Br, predict the reaction product. The product is: [Br:12][CH2:2][C:1]([C:4]1[CH:11]=[CH:10][C:7]([C:8]#[N:9])=[CH:6][CH:5]=1)=[O:3]. (5) Given the reactants [F:1][C:2]1[CH:3]=[C:4]([CH:9]=[CH:10][C:11]=1[CH:12]=O)[C:5]([O:7][CH3:8])=[O:6].[NH2:14][CH2:15][CH2:16][C:17]1[C:25]2[C:20](=[CH:21][CH:22]=[CH:23][CH:24]=2)[NH:19][CH:18]=1.[CH3:26][C:27]([CH2:29][C:30]([C:32](OC)=[O:33])=[O:31])=[O:28], predict the reaction product. The product is: [NH:19]1[C:20]2[C:25](=[CH:24][CH:23]=[CH:22][CH:21]=2)[C:17]([CH2:16][CH2:15][N:14]2[C:32](=[O:33])[C:30]([OH:31])=[C:29]([C:27](=[O:28])[CH3:26])[CH:12]2[C:11]2[CH:10]=[CH:9][C:4]([C:5]([O:7][CH3:8])=[O:6])=[CH:3][C:2]=2[F:1])=[CH:18]1. (6) The product is: [Cl:1][C:2]1[CH:7]=[CH:6][C:5]([C:8]2[N:9]=[C:10]([NH:20][CH2:21][CH3:22])[S:11][C:12]=2[C:13]2[CH:18]=[CH:17][N:16]=[C:15]([NH:39][C:27]3[CH:28]=[CH:29][C:30]([O:31][CH2:32][CH2:33][N:34]4[CH2:35][CH2:36][CH2:37][CH2:38]4)=[C:25]([Cl:24])[CH:26]=3)[N:14]=2)=[CH:4][C:3]=1[CH3:23]. Given the reactants [Cl:1][C:2]1[CH:7]=[CH:6][C:5]([C:8]2[N:9]=[C:10]([NH:20][CH2:21][CH3:22])[S:11][C:12]=2[C:13]2[CH:18]=[CH:17][N:16]=[C:15](Cl)[N:14]=2)=[CH:4][C:3]=1[CH3:23].[Cl:24][C:25]1[CH:26]=[C:27]([NH2:39])[CH:28]=[CH:29][C:30]=1[O:31][CH2:32][CH2:33][N:34]1[CH2:38][CH2:37][CH2:36][CH2:35]1.Cl, predict the reaction product. (7) Given the reactants [C:1]([O:6][CH3:7])(=[O:5])[C:2]([CH3:4])=[CH2:3].[C:8]([OH:13])(=[O:12])[C:9]([CH3:11])=[CH2:10], predict the reaction product. The product is: [C:1]([O:6][CH3:7])(=[O:5])[C:2]([CH3:4])=[CH2:3].[CH3:7][O:6][C:1]([CH2:2][O:12][C:8](=[O:13])[C:9]([CH3:11])=[CH2:10])=[O:5]. (8) Given the reactants [Br:1][C:2]1[CH:3]=[C:4]2[C:9](=[CH:10][CH:11]=1)[N:8]=[C:7]([C:12]1[CH:17]=[CH:16][C:15]([C:18](=O)[CH2:19][NH:20][C:21]([C@@H:23]3[CH2:35][N:33]4[C:34]5[CH:26]([C@@H:27]([NH:36][C:37](=[O:40])[O:38][CH3:39])[CH2:28][CH2:29][C:30]=5[CH:31]=[CH:32]4)[C:25](=[O:41])[CH2:24]3)=O)=[CH:14][CH:13]=1)[CH:6]=[N:5]2.C([O-])(=O)C.[NH4+:47], predict the reaction product. The product is: [Br:1][C:2]1[CH:3]=[C:4]2[C:9](=[CH:10][CH:11]=1)[N:8]=[C:7]([C:12]1[CH:17]=[CH:16][C:15]([C:18]3[NH:47][C:21]([C@@H:23]4[CH2:35][N:33]5[C:34]6[CH:26]([C@@H:27]([NH:36][C:37](=[O:40])[O:38][CH3:39])[CH2:28][CH2:29][C:30]=6[CH:31]=[CH:32]5)[C:25](=[O:41])[CH2:24]4)=[N:20][CH:19]=3)=[CH:14][CH:13]=1)[CH:6]=[N:5]2. (9) The product is: [OH:7][C:5]1[N:23]([C:17]2[CH:22]=[CH:21][CH:20]=[CH:19][CH:18]=2)[N:24]=[C:3]([C:2]([F:1])([F:11])[F:12])[CH:4]=1. Given the reactants [F:1][C:2]([F:12])([F:11])[C:3](=O)[CH2:4][C:5]([O:7]CC)=O.C(O)(=O)C.[C:17]1([NH:23][NH2:24])[CH:22]=[CH:21][CH:20]=[CH:19][CH:18]=1, predict the reaction product. (10) Given the reactants [NH:1]1[CH2:6][CH2:5][CH2:4][C@@H:3]([NH:7][C:8](=[O:14])[O:9][C:10]([CH3:13])([CH3:12])[CH3:11])[CH2:2]1.Br[C:16]1[CH:21]=[CH:20][C:19]([F:22])=[CH:18][CH:17]=1.C(P(C(C)(C)C)C1C=CC=CC=1C1C=CC=CC=1)(C)(C)C.CC(C)([O-])C.[Na+], predict the reaction product. The product is: [F:22][C:19]1[CH:20]=[CH:21][C:16]([N:1]2[CH2:6][CH2:5][CH2:4][C@@H:3]([NH:7][C:8](=[O:14])[O:9][C:10]([CH3:11])([CH3:13])[CH3:12])[CH2:2]2)=[CH:17][CH:18]=1.